From a dataset of Forward reaction prediction with 1.9M reactions from USPTO patents (1976-2016). Predict the product of the given reaction. Given the reactants [CH3:1][N:2]1[C:10]2[C:5](=[CH:6][CH:7]=[CH:8][CH:9]=2)[C:4]([C:11]2[C:16](=[O:17])[N:15]([CH3:18])[C:13](=[O:14])[C:12]=2[O:19][CH3:20])=[CH:3]1.[Na+].[I-].[C:23](OCC)(=O)[CH3:24], predict the reaction product. The product is: [CH3:23][CH2:24][CH2:20][O:19][C:12]1[C:13](=[O:14])[N:15]([CH3:18])[C:16](=[O:17])[C:11]=1[C:4]1[C:5]2[C:10](=[CH:9][CH:8]=[CH:7][CH:6]=2)[N:2]([CH3:1])[CH:3]=1.